From a dataset of Full USPTO retrosynthesis dataset with 1.9M reactions from patents (1976-2016). Predict the reactants needed to synthesize the given product. (1) Given the product [OH:33][CH2:34][CH2:35][N:36]1[C:40]([C:41]2[CH:46]=[CH:45][C:44]([C:47]3[CH:48]=[N:49][N:50]4[CH:55]=[CH:54][C:53]([N:56]5[C@@H:60]([CH:61]([CH3:62])[CH3:63])[CH2:59][O:58][C:57]5=[O:64])=[N:52][C:51]=34)=[CH:43][CH:42]=2)=[N:39][CH:38]=[N:37]1, predict the reactants needed to synthesize it. The reactants are: OCCN1C=NC(C2C=CC(C3C=NN4C=CC(N5[C@@H](C(C)C)COC5=O)=NC=34)=CC=2)=N1.[OH:33][CH2:34][CH2:35][N:36]1[C:40]([C:41]2[CH:46]=[CH:45][C:44]([C:47]3[CH:48]=[N:49][N:50]4[CH:55]=[CH:54][C:53]([N:56]5[CH:60]([CH:61]([CH3:63])[CH3:62])[CH2:59][O:58][C:57]5=[O:64])=[N:52][C:51]=34)=[CH:43][CH:42]=2)=[N:39][CH:38]=[N:37]1. (2) Given the product [C:28]([CH2:27][CH2:26][CH2:25][CH2:24][CH2:23][O:3][C:4]1[CH:5]=[C:6]([O:11][S:12]([C:15]2[CH:20]=[CH:19][CH:18]=[CH:17][C:16]=2[Cl:21])(=[O:14])=[O:13])[CH:7]=[C:8]([CH3:10])[CH:9]=1)#[N:29], predict the reactants needed to synthesize it. The reactants are: [H-].[Na+].[OH:3][C:4]1[CH:5]=[C:6]([O:11][S:12]([C:15]2[CH:20]=[CH:19][CH:18]=[CH:17][C:16]=2[Cl:21])(=[O:14])=[O:13])[CH:7]=[C:8]([CH3:10])[CH:9]=1.Br[CH2:23][CH2:24][CH2:25][CH2:26][CH2:27][C:28]#[N:29]. (3) Given the product [C:25]([C:21]1[CH:20]=[C:19]([NH:18][C:9]2[C:8]3[C:13](=[CH:14][C:15]([O:16][CH3:17])=[C:6]([OH:5])[CH:7]=3)[N:12]=[CH:11][N:10]=2)[CH:24]=[CH:23][CH:22]=1)#[CH:26], predict the reactants needed to synthesize it. The reactants are: Cl.C([O:5][C:6]1[CH:7]=[C:8]2[C:13](=[CH:14][C:15]=1[O:16][CH3:17])[N:12]=[CH:11][N:10]=[C:9]2[NH:18][C:19]1[CH:24]=[CH:23][CH:22]=[C:21]([C:25]#[CH:26])[CH:20]=1)(=O)C.N. (4) Given the product [C:17]([O:20][C:21](=[O:22])[NH:15][CH2:14][CH:11]1[CH2:12][CH2:13][N:9]([CH:7]([C:1]2[CH:2]=[CH:3][CH:4]=[CH:5][CH:6]=2)[CH3:8])[CH2:10]1)([CH3:19])([CH3:18])[CH3:16], predict the reactants needed to synthesize it. The reactants are: [C:1]1([CH:7]([N:9]2[CH2:13][CH2:12][CH:11]([CH2:14][NH2:15])[CH2:10]2)[CH3:8])[CH:6]=[CH:5][CH:4]=[CH:3][CH:2]=1.[CH3:16][C:17]([O:20][C:21](O[C:21]([O:20][C:17]([CH3:19])([CH3:18])[CH3:16])=[O:22])=[O:22])([CH3:19])[CH3:18]. (5) Given the product [C:26]([Si:23]([O:22][CH2:21][CH2:20][O:12][C:5]1[CH:6]=[CH:7][C:8]([N+:9]([O-:11])=[O:10])=[C:3]([O:2][CH3:1])[CH:4]=1)([CH3:25])[CH3:24])([CH3:29])([CH3:28])[CH3:27], predict the reactants needed to synthesize it. The reactants are: [CH3:1][O:2][C:3]1[CH:4]=[C:5]([OH:12])[CH:6]=[CH:7][C:8]=1[N+:9]([O-:11])=[O:10].C([O-])([O-])=O.[K+].[K+].Br[CH2:20][CH2:21][O:22][Si:23]([C:26]([CH3:29])([CH3:28])[CH3:27])([CH3:25])[CH3:24]. (6) The reactants are: [F:1][C:2]1[CH:7]=[CH:6][C:5]([C:8]2[N:9]=[C:10]3[CH:15]=[CH:14][C:13]([N:16]4[CH2:21][CH2:20][NH:19][CH2:18][CH2:17]4)=[N:12][N:11]3[CH:22]=2)=[CH:4][CH:3]=1.CN([C:26]1[CH:31]=[CH:30]C=CN=1)C.[C:32](=[O:35])([O-])[OH:33].[Na+].[CH:37](Cl)(Cl)Cl. Given the product [F:1][C:2]1[CH:7]=[CH:6][C:5]([C:8]2[N:9]=[C:10]3[CH:15]=[CH:14][C:13]([N:16]4[CH2:17][CH2:18][N:19]([C:32]([O:33][C:31]([CH3:30])([CH3:26])[CH3:37])=[O:35])[CH2:20][CH2:21]4)=[N:12][N:11]3[CH:22]=2)=[CH:4][CH:3]=1, predict the reactants needed to synthesize it.